This data is from Reaction yield outcomes from USPTO patents with 853,638 reactions. The task is: Predict the reaction yield, written as a fraction of the theoretical maximum amount of product (1.0 means a 100% yield; for example, 0.34 means a 34% yield). (1) The reactants are [CH2:1]([O:3][CH:4]([O:21][CH2:22][CH3:23])[CH2:5][O:6][C:7]1[CH:20]=[CH:19][C:10]([CH:11]=[C:12]2[S:16][C:15](=S)[NH:14][C:13]2=[O:18])=[CH:9][CH:8]=1)[CH3:2].S1CC(=O)NC1=S.[NH:31]1[CH2:36][CH2:35][CH2:34][CH2:33][CH2:32]1. The catalyst is C(O)C. The product is [CH2:1]([O:3][CH:4]([O:21][CH2:22][CH3:23])[CH2:5][O:6][C:7]1[CH:20]=[CH:19][C:10]([CH:11]=[C:12]2[S:16][C:15]([N:31]3[CH2:36][CH2:35][CH2:34][CH2:33][CH2:32]3)=[N:14][C:13]2=[O:18])=[CH:9][CH:8]=1)[CH3:2]. The yield is 0.690. (2) The reactants are [CH3:1][O:2][C:3]([O:8][CH3:9])([CH3:7])[C:4](=[O:6])[CH3:5].CO[CH:12](OC)[N:13]([CH3:15])[CH3:14]. The catalyst is CO. The product is [CH3:12][N:13]([CH3:15])[CH:14]=[CH:5][C:4](=[O:6])[C:3]([O:8][CH3:9])([O:2][CH3:1])[CH3:7]. The yield is 0.900. (3) The reactants are [CH2:1]1[CH:3]([CH2:4][N:5]2[C@@H:15]3[CH2:16][C:17]4[CH:22]=[CH:21][C:20]([OH:23])=[C:19]5[O:24][CH:9]6[C:10]([CH2:12][CH2:13][C@:14]3([OH:25])[C@:8]6([C:18]=45)[CH2:7][CH2:6]2)=[O:11])[CH2:2]1. The catalyst is C(O)C1C=CC=CC=1. The product is [CH2:2]1[CH:3]([CH2:4][N:5]2[CH:15]3[CH2:16][C:17]4[CH:22]=[CH:21][C:20]([OH:23])=[C:19]5[O:24][CH:9]6[C:10]([CH2:12][CH2:13][C:14]3([OH:25])[C:8]6([C:18]=45)[CH2:7][CH2:6]2)=[O:11])[CH2:1]1.[CH2:19]([OH:24])[C:18]1[CH:8]=[CH:14][CH:15]=[CH:16][CH:17]=1. The yield is 0.300. (4) The reactants are [C:1]([C:3]1([C:6]2[CH:7]=[C:8]([CH:12]=[CH:13][CH:14]=2)[C:9]([OH:11])=O)[CH2:5][CH2:4]1)#[N:2].C(Cl)(=O)C(Cl)=O.O1CCCC1.[NH2:26][C:27]1[C:28]([F:50])=[CH:29][C:30]([Cl:49])=[C:31]([CH:48]=1)[O:32][C:33]1[CH:34]=[CH:35][C:36]2[N:37]([CH:39]=[C:40]([NH:42][C:43]([CH:45]3[CH2:47][CH2:46]3)=[O:44])[N:41]=2)[N:38]=1. The catalyst is CN(C)C=O.CN1CCCC1=O. The product is [Cl:49][C:30]1[C:31]([O:32][C:33]2[CH:34]=[CH:35][C:36]3[N:37]([CH:39]=[C:40]([NH:42][C:43]([CH:45]4[CH2:46][CH2:47]4)=[O:44])[N:41]=3)[N:38]=2)=[CH:48][C:27]([NH:26][C:9](=[O:11])[C:8]2[CH:12]=[CH:13][CH:14]=[C:6]([C:3]3([C:1]#[N:2])[CH2:4][CH2:5]3)[CH:7]=2)=[C:28]([F:50])[CH:29]=1. The yield is 0.730. (5) The reactants are C[O:2][C:3](=O)[C:4]1[CH:9]=[C:8]([N+:10]([O-:12])=[O:11])[CH:7]=[CH:6][C:5]=1[O:13][C:14]1[CH:19]=[CH:18][CH:17]=[CH:16][CH:15]=1.[NH2:21][NH2:22]. No catalyst specified. The product is [N+:10]([C:8]1[CH:7]=[CH:6][C:5]([O:13][C:14]2[CH:19]=[CH:18][CH:17]=[CH:16][CH:15]=2)=[C:4]([CH:9]=1)[C:3]([NH:21][NH2:22])=[O:2])([O-:12])=[O:11]. The yield is 0.740. (6) The reactants are [C:1]([O:5][C:6](=[O:16])[NH:7][C:8]1[CH:13]=[CH:12][CH:11]=[C:10]([C:14]#[CH:15])[CH:9]=1)([CH3:4])([CH3:3])[CH3:2].[CH3:17][CH2:18][O:19][C:20](/[C:22](/Cl)=[N:23]\[OH:24])=[O:21].C(N(CC)CC)C. The catalyst is C1COCC1.C(OCC)(=O)C.Cl. The product is [CH2:18]([O:19][C:20]([C:22]1[CH:15]=[C:14]([C:10]2[CH:11]=[CH:12][CH:13]=[C:8]([NH:7][C:6]([O:5][C:1]([CH3:4])([CH3:3])[CH3:2])=[O:16])[CH:9]=2)[O:24][N:23]=1)=[O:21])[CH3:17]. The yield is 0.500. (7) The reactants are [Cl:1][C:2]1[CH:7]=[CH:6][CH:5]=[C:4]([Cl:8])[C:3]=1[CH2:9][C:10]#[N:11].[N+:12]([O-])([OH:14])=[O:13]. The catalyst is ClCCl.OS(O)(=O)=O. The product is [Cl:1][C:2]1[C:7]([N+:12]([O-:14])=[O:13])=[CH:6][CH:5]=[C:4]([Cl:8])[C:3]=1[CH2:9][C:10]#[N:11]. The yield is 0.824.